This data is from Catalyst prediction with 721,799 reactions and 888 catalyst types from USPTO. The task is: Predict which catalyst facilitates the given reaction. (1) Reactant: [Cl:1][C:2]1[NH:6][C:5]2[CH:7]=[CH:8][CH:9]=[CH:10][C:4]=2[N:3]=1.[H-].[Na+].[Cl:13][C:14]1[CH:19]=[C:18](Cl)[N:17]=[CH:16][N:15]=1.O. Product: [Cl:1][C:2]1[N:6]([C:18]2[CH:19]=[C:14]([Cl:13])[N:15]=[CH:16][N:17]=2)[C:5]2[CH:7]=[CH:8][CH:9]=[CH:10][C:4]=2[N:3]=1. The catalyst class is: 3. (2) Reactant: [CH2:1]([O:8][C:9]1[C:10]([C:34](O)=[O:35])=[N:11][C:12]([NH:19][CH2:20][CH2:21][CH2:22][CH2:23][CH2:24][CH2:25][NH:26][C:27]([O:29][C:30]([CH3:33])([CH3:32])[CH3:31])=[O:28])=[C:13]2[C:18]=1[N:17]=[CH:16][CH:15]=[CH:14]2)[C:2]1[CH:7]=[CH:6][CH:5]=[CH:4][CH:3]=1.CCN(C(C)C)C(C)C.CN(C(ON1N=NC2C=CC=CC1=2)=[N+](C)C)C.F[P-](F)(F)(F)(F)F.Cl.[NH2:71][CH2:72][C:73]1[CH:83]=[CH:82][C:81]([F:84])=[CH:80][C:74]=1[C:75]([O:77][CH2:78][CH3:79])=[O:76]. Product: [CH2:1]([O:8][C:9]1[C:10]([C:34]([NH:71][CH2:72][C:73]2[CH:83]=[CH:82][C:81]([F:84])=[CH:80][C:74]=2[C:75]([O:77][CH2:78][CH3:79])=[O:76])=[O:35])=[N:11][C:12]([NH:19][CH2:20][CH2:21][CH2:22][CH2:23][CH2:24][CH2:25][NH:26][C:27]([O:29][C:30]([CH3:33])([CH3:31])[CH3:32])=[O:28])=[C:13]2[C:18]=1[N:17]=[CH:16][CH:15]=[CH:14]2)[C:2]1[CH:7]=[CH:6][CH:5]=[CH:4][CH:3]=1. The catalyst class is: 4. (3) Reactant: [H-].[Na+].C(OP([CH2:11][C:12]([O:14][CH2:15][CH3:16])=[O:13])(OCC)=O)C.[C:17]([C:20]1[CH:25]=[CH:24][C:23]([CH2:26][CH2:27][NH:28][C:29](=[O:34])[C:30]([F:33])([F:32])[F:31])=[CH:22][CH:21]=1)(=O)[CH3:18].O. Product: [F:31][C:30]([F:32])([F:33])[C:29]([NH:28][CH2:27][CH2:26][C:23]1[CH:24]=[CH:25][C:20]([C:17]([CH3:18])=[CH:11][C:12]([O:14][CH2:15][CH3:16])=[O:13])=[CH:21][CH:22]=1)=[O:34]. The catalyst class is: 7. (4) Reactant: C(OC([N:8]1[CH2:12][CH2:11][CH:10]([OH:13])[CH2:9]1)=O)(C)(C)C.C1(P(C2C=CC=CC=2)C2C=CC=CC=2)C=CC=CC=1.[Cl:33][C:34]1[CH:39]=[CH:38][C:37](O)=[CH:36][CH:35]=1.N(C(OCC)=O)=NC(OCC)=O. Product: [Cl:33][C:34]1[CH:39]=[CH:38][C:37]([O:13][CH:10]2[CH2:11][CH2:12][NH:8][CH2:9]2)=[CH:36][CH:35]=1. The catalyst class is: 1. (5) Reactant: [Cl:1][C:2]1[CH:3]=[CH:4][C:5]([CH3:29])=[C:6]([C:8]2[N:9]([C:22]([O:24][C:25]([CH3:28])([CH3:27])[CH3:26])=[O:23])[CH:10]=[C:11](B3OC(C)(C)C(C)(C)O3)[CH:12]=2)[CH:7]=1.C([O-])([O-])=O.[Na+].[Na+].I[C:37]1[N:42]=[CH:41][N:40]=[C:39]([NH2:43])[CH:38]=1. Product: [NH2:43][C:39]1[N:40]=[CH:41][N:42]=[C:37]([C:11]2[CH:12]=[C:8]([C:6]3[CH:7]=[C:2]([Cl:1])[CH:3]=[CH:4][C:5]=3[CH3:29])[N:9]([C:22]([O:24][C:25]([CH3:26])([CH3:27])[CH3:28])=[O:23])[CH:10]=2)[CH:38]=1. The catalyst class is: 140. (6) Reactant: [CH:1]([C:4]1[CH:9]=[CH:8][C:7]([C:10]([NH:12][NH:13][C:14]2[CH:23]=[CH:22][C:17]([C:18]([O:20][CH3:21])=[O:19])=[CH:16][CH:15]=2)=[S:11])=[CH:6][CH:5]=1)([CH3:3])[CH3:2].[C:24](N1C=CN=C1)(N1C=CN=C1)=[O:25]. Product: [CH:1]([C:4]1[CH:5]=[CH:6][C:7]([C:10]2[S:11][C:24](=[O:25])[N:13]([C:14]3[CH:15]=[CH:16][C:17]([C:18]([O:20][CH3:21])=[O:19])=[CH:22][CH:23]=3)[N:12]=2)=[CH:8][CH:9]=1)([CH3:3])[CH3:2]. The catalyst class is: 68. (7) The catalyst class is: 8. Product: [F:1][C:2]1[CH:32]=[CH:31][C:5]([C:6](=[N:33][OH:34])[C:8]2[CH:30]=[CH:29][C:11]([O:12][CH2:13][C:14]#[C:15][C:16]3[CH:21]=[CH:20][C:19]([CH2:22][C@H:23]([O:27][CH3:28])[C:24]([OH:26])=[O:25])=[CH:18][CH:17]=3)=[CH:10][CH:9]=2)=[CH:4][CH:3]=1. Reactant: [F:1][C:2]1[CH:32]=[CH:31][C:5]([C:6]([C:8]2[CH:30]=[CH:29][C:11]([O:12][CH2:13][C:14]#[C:15][C:16]3[CH:21]=[CH:20][C:19]([CH2:22][C@H:23]([O:27][CH3:28])[C:24]([OH:26])=[O:25])=[CH:18][CH:17]=3)=[CH:10][CH:9]=2)=O)=[CH:4][CH:3]=1.[NH2:33][OH:34].